Dataset: M1 muscarinic receptor antagonist screen with 61,756 compounds. Task: Binary Classification. Given a drug SMILES string, predict its activity (active/inactive) in a high-throughput screening assay against a specified biological target. (1) The molecule is o\1c2c(cc(c1=N/O)C(=O)Nc1c(OC)cccc1)cccc2. The result is 0 (inactive). (2) The compound is S(c1n2c(n(CCC)c(=O)c3c2cccc3)nn1)CCOc1ccc(cc1)C. The result is 0 (inactive). (3) The result is 0 (inactive). The molecule is OC(=O)C1N(C2CCCCC2)CC1. (4) The molecule is O=C(NC12CC3CC(C1)CC(C2)C3)NC1CC2N(C(C1)CCC2)Cc1occc1. The result is 0 (inactive).